This data is from Full USPTO retrosynthesis dataset with 1.9M reactions from patents (1976-2016). The task is: Predict the reactants needed to synthesize the given product. (1) Given the product [NH2:1][C:2]1[C:3]([O:18][CH2:19][C:20]([F:21])([F:22])[F:23])=[CH:4][C:5]([CH:8]([CH2:14][CH:15]2[CH2:16][CH2:17]2)[C:9]([O:11][CH2:12][CH3:13])=[O:10])=[CH:6][C:7]=1[Br:31], predict the reactants needed to synthesize it. The reactants are: [NH2:1][C:2]1[CH:7]=[CH:6][C:5]([CH:8]([CH2:14][CH:15]2[CH2:17][CH2:16]2)[C:9]([O:11][CH2:12][CH3:13])=[O:10])=[CH:4][C:3]=1[O:18][CH2:19][C:20]([F:23])([F:22])[F:21].C1C(=O)N([Br:31])C(=O)C1. (2) Given the product [CH3:16][CH:17]1[CH2:21][CH2:20][CH2:19][N:18]1[C:2]1[N:7]=[CH:6][C:5]([C:8]#[C:9][C:10]2[N:11]=[C:12]([CH3:15])[S:13][CH:14]=2)=[CH:4][N:3]=1, predict the reactants needed to synthesize it. The reactants are: Cl[C:2]1[N:7]=[CH:6][C:5]([C:8]#[C:9][C:10]2[N:11]=[C:12]([CH3:15])[S:13][CH:14]=2)=[CH:4][N:3]=1.[CH3:16][CH:17]1[CH2:21][CH2:20][CH2:19][NH:18]1. (3) Given the product [F:38][CH:36]([F:37])[O:35][C:32]1[CH:33]=[CH:34][C:29](/[CH:28]=[CH:27]/[C:24]2[O:25][CH:26]=[C:22]([CH2:21][O:17][C:14]3[CH:13]=[CH:12][C:11]([CH2:10][S:8]([CH2:7][CH2:6][N:1]4[CH:5]=[CH:4][N:3]=[N:2]4)=[O:9])=[CH:16][CH:15]=3)[N:23]=2)=[CH:30][CH:31]=1, predict the reactants needed to synthesize it. The reactants are: [N:1]1([CH2:6][CH2:7][S:8]([CH2:10][C:11]2[CH:16]=[CH:15][C:14]([OH:17])=[CH:13][CH:12]=2)=[O:9])[CH:5]=[CH:4][N:3]=[N:2]1.[H-].[Na+].Cl[CH2:21][C:22]1[N:23]=[C:24]([CH:27]=[CH:28][C:29]2[CH:34]=[CH:33][C:32]([O:35][CH:36]([F:38])[F:37])=[CH:31][CH:30]=2)[O:25][CH:26]=1.O. (4) Given the product [N:21]1[CH:20]=[CH:19][C:18]([CH:2]2[O:1][C:46](=[O:48])[NH:43][CH:3]2[CH2:7][C:8]2[CH:9]=[CH:10][C:11]([C:14]([F:17])([F:15])[F:16])=[CH:12][CH:13]=2)=[CH:23][CH:22]=1, predict the reactants needed to synthesize it. The reactants are: [OH:1][CH:2]([C:18]1[CH:23]=[CH:22][N:21]=[CH:20][CH:19]=1)[CH:3]([CH2:7][C:8]1[CH:13]=[CH:12][C:11]([C:14]([F:17])([F:16])[F:15])=[CH:10][CH:9]=1)C(O)=O.C1(P(N=[N+]=[N-])(C2C=CC=CC=2)=O)C=CC=CC=1.C([N:43]([CH2:46]C)CC)C.[OH2:48].